Dataset: Catalyst prediction with 721,799 reactions and 888 catalyst types from USPTO. Task: Predict which catalyst facilitates the given reaction. (1) Reactant: C([N:14]1[CH2:33][C:16]2([C:24]3[C:19](=[CH:20][C:21]([CH:25]([O:29][CH2:30][CH3:31])[O:26][CH2:27][CH3:28])=[CH:22][CH:23]=3)[C:18](=[O:32])[NH:17]2)[CH2:15]1)(C1C=CC=CC=1)C1C=CC=CC=1.C([O-])=O.[NH4+].[CH3:50][C:49]([O:48][C:46](O[C:46]([O:48][C:49]([CH3:52])([CH3:51])[CH3:50])=[O:47])=[O:47])([CH3:52])[CH3:51]. Product: [CH2:27]([O:26][CH:25]([O:29][CH2:30][CH3:31])[C:21]1[CH:20]=[C:19]2[C:24](=[CH:23][CH:22]=1)[C:16]1([CH2:15][N:14]([C:46]([O:48][C:49]([CH3:50])([CH3:51])[CH3:52])=[O:47])[CH2:33]1)[NH:17][C:18]2=[O:32])[CH3:28]. The catalyst class is: 50. (2) Reactant: [Cl:1][C:2]1[CH:3]=[C:4]([CH:23]=[CH:24][CH:25]=1)[CH2:5][C:6]1[CH:10]=[C:9]([CH:11]2OCC[O:12]2)[S:8][C:7]=1[CH2:16][CH:17]1[CH2:22][CH2:21][O:20][CH2:19][CH2:18]1.Cl.C([O-])(O)=O.[Na+]. Product: [Cl:1][C:2]1[CH:3]=[C:4]([CH:23]=[CH:24][CH:25]=1)[CH2:5][C:6]1[CH:10]=[C:9]([CH:11]=[O:12])[S:8][C:7]=1[CH2:16][CH:17]1[CH2:18][CH2:19][O:20][CH2:21][CH2:22]1. The catalyst class is: 20. (3) Reactant: [NH2:1][CH2:2][C@@H:3]([NH:12][C:13]([C:15]1[S:16][C:17]([Cl:27])=[C:18]([C:20]2[N:24]([CH3:25])[N:23]=[CH:22][C:21]=2[Cl:26])[CH:19]=1)=[O:14])[CH2:4][C:5]1[CH:10]=[CH:9][CH:8]=[C:7]([F:11])[CH:6]=1.Cl. Product: [ClH:26].[NH2:1][CH2:2][C@@H:3]([NH:12][C:13]([C:15]1[S:16][C:17]([Cl:27])=[C:18]([C:20]2[N:24]([CH3:25])[N:23]=[CH:22][C:21]=2[Cl:26])[CH:19]=1)=[O:14])[CH2:4][C:5]1[CH:10]=[CH:9][CH:8]=[C:7]([F:11])[CH:6]=1. The catalyst class is: 12. (4) Reactant: [C:1]([O:5][C:6]([C:8]1[S:9][C:10]([CH2:13][CH:14]([C:16]([O:18][CH3:19])=[O:17])[CH3:15])=[CH:11][CH:12]=1)=[O:7])([CH3:4])([CH3:3])[CH3:2].[CH3:20][Si]([N-][Si](C)(C)C)(C)C.[Li+].O1CCCC1.CI. Product: [C:1]([O:5][C:6]([C:8]1[S:9][C:10]([CH2:13][C:14]([CH3:20])([C:16]([O:18][CH3:19])=[O:17])[CH3:15])=[CH:11][CH:12]=1)=[O:7])([CH3:4])([CH3:2])[CH3:3]. The catalyst class is: 7. (5) Reactant: C(OC([N:8]1[CH2:13][CH2:12][N:11]([CH2:14][CH2:15][CH2:16][O:17][C:18]2[CH:23]=[CH:22][C:21]([C:24]([N:26]3[CH2:35][C:34]4[CH:33]=[N:32][N:31]([CH3:36])[C:30]=4[NH:29][C:28]4[CH:37]=[CH:38][CH:39]=[CH:40][C:27]3=4)=[O:25])=[CH:20][C:19]=2[F:41])[CH2:10][CH2:9]1)=O)(C)(C)C.[ClH:42]. Product: [ClH:42].[ClH:42].[F:41][C:19]1[CH:20]=[C:21]([C:24]([N:26]2[CH2:35][C:34]3[CH:33]=[N:32][N:31]([CH3:36])[C:30]=3[NH:29][C:28]3[CH:37]=[CH:38][CH:39]=[CH:40][C:27]2=3)=[O:25])[CH:22]=[CH:23][C:18]=1[O:17][CH2:16][CH2:15][CH2:14][N:11]1[CH2:10][CH2:9][NH:8][CH2:13][CH2:12]1. The catalyst class is: 71. (6) Reactant: [CH3:1][CH:2]([O:4][C:5]1[CH:6]=[C:7]([O:17][C:18]2[CH:23]=[CH:22][C:21]([S:24]([CH3:27])(=[O:26])=[O:25])=[CH:20][CH:19]=2)[CH:8]=[C:9]2[C:13]=1[NH:12][C:11]([C:14]([OH:16])=O)=[CH:10]2)[CH3:3].Cl.C([N:31]=C=NCCCN(C)C)C.ON1C2C=CC=CC=2N=N1.[OH-].[NH4+]. Product: [CH3:1][CH:2]([O:4][C:5]1[CH:6]=[C:7]([O:17][C:18]2[CH:23]=[CH:22][C:21]([S:24]([CH3:27])(=[O:26])=[O:25])=[CH:20][CH:19]=2)[CH:8]=[C:9]2[C:13]=1[NH:12][C:11]([C:14]([NH2:31])=[O:16])=[CH:10]2)[CH3:3]. The catalyst class is: 145. (7) Reactant: [C:1]([C:3]1[CH:4]=[C:5]([C:14]2[S:15][C:16]([C:20]([O:22]CC)=[O:21])=[C:17]([CH3:19])[N:18]=2)[CH:6]=[CH:7][C:8]=1[O:9][CH2:10][CH:11]([CH3:13])[CH3:12])#[N:2].[OH-].[Na+].Cl. Product: [CH3:19][C:17]1[N:18]=[C:14]([C:5]2[CH:6]=[CH:7][C:8]([O:9][CH2:10][CH:11]([CH3:13])[CH3:12])=[C:3]([C:1]#[N:2])[CH:4]=2)[S:15][C:16]=1[C:20]([OH:22])=[O:21]. The catalyst class is: 21.